From a dataset of Catalyst prediction with 721,799 reactions and 888 catalyst types from USPTO. Predict which catalyst facilitates the given reaction. (1) Reactant: OC[C@H:3]1[CH2:8][CH2:7][C@H:6]([CH2:9][OH:10])[CH2:5][CH2:4]1.N1[CH:15]=[CH:14]N=C1.[CH3:16][C:17]([Si:20](Cl)(C)C)([CH3:19])[CH3:18].[OH2:24].[CH3:25]N(C=O)C. Product: [C:17]([SiH2:20][O:24][C:14]([CH3:15])([CH3:25])[C@H:3]1[CH2:4][CH2:5][C@H:6]([CH2:9][OH:10])[CH2:7][CH2:8]1)([CH3:19])([CH3:18])[CH3:16]. The catalyst class is: 425. (2) The catalyst class is: 109. Reactant: FC(F)(F)S(O[C:7]1[CH:16]=[C:15]2[C:10]([CH:11]([C:18]3[CH:23]=[CH:22][C:21]([Cl:24])=[C:20]([Cl:25])[CH:19]=3)[CH2:12][N:13]([CH3:17])[CH2:14]2)=[CH:9][CH:8]=1)(=O)=O.[CH3:28][S:29]([C:32]1[CH:37]=[CH:36][C:35](B(O)O)=[CH:34][CH:33]=1)(=[O:31])=[O:30].[Br-].[K+].[OH-].[K+]. Product: [Cl:25][C:20]1[CH:19]=[C:18]([CH:11]2[C:10]3[C:15](=[CH:16][C:7]([C:35]4[CH:36]=[CH:37][C:32]([S:29]([CH3:28])(=[O:31])=[O:30])=[CH:33][CH:34]=4)=[CH:8][CH:9]=3)[CH2:14][N:13]([CH3:17])[CH2:12]2)[CH:23]=[CH:22][C:21]=1[Cl:24]. (3) Reactant: [H-].[Na+].O1CCC[CH2:4]1.[CH2:8]=[CH:9][CH2:10][CH:11]([OH:16])[CH2:12][CH2:13][CH2:14][CH3:15].CI. Product: [CH3:4][O:16][CH:11]([CH2:12][CH2:13][CH2:14][CH3:15])[CH2:10][CH:9]=[CH2:8]. The catalyst class is: 6. (4) Reactant: Cl.C[O:3][C:4](=[O:9])[C@H:5]([CH2:7][OH:8])[NH2:6].C(N(CC)CC)C.[CH:17](=O)[C:18]1[CH:23]=[CH:22][CH:21]=[CH:20][CH:19]=1.[BH4-].[Na+].[OH-].[Na+].Cl. Product: [CH2:17]([NH:6][C@H:5]([C:4]([OH:3])=[O:9])[CH2:7][OH:8])[C:18]1[CH:23]=[CH:22][CH:21]=[CH:20][CH:19]=1. The catalyst class is: 72. (5) Reactant: Cl.[F:2][C:3]1[CH:22]=[CH:21][C:6]([CH2:7][O:8][CH2:9][C:10]([NH:12][CH2:13][CH2:14][CH:15]2[CH2:20][CH2:19][NH:18][CH2:17][CH2:16]2)=[O:11])=[CH:5][CH:4]=1.C(=O)([O-])[O-].[K+].[K+].Br[CH2:30][CH2:31][C:32]1[C:40]2[C:35](=[CH:36][CH:37]=[CH:38][CH:39]=2)[NH:34][CH:33]=1. Product: [NH:34]1[C:35]2[C:40](=[CH:39][CH:38]=[CH:37][CH:36]=2)[C:32]([CH2:31][CH2:30][N:18]2[CH2:17][CH2:16][CH:15]([CH2:14][CH2:13][NH:12][C:10](=[O:11])[CH2:9][O:8][CH2:7][C:6]3[CH:21]=[CH:22][C:3]([F:2])=[CH:4][CH:5]=3)[CH2:20][CH2:19]2)=[CH:33]1. The catalyst class is: 9. (6) Reactant: Cl[C@@H:2]([C@@H:15]([CH3:18])[CH2:16][CH3:17])[C:3]([NH:5][C:6]1[CH:11]=[C:10]([CH3:12])[CH:9]=[C:8]([CH3:13])[C:7]=1[OH:14])=[O:4].C(=O)([O-])[O-].[K+].[K+].O. Product: [C@@H:15]([C@@H:2]1[C:3](=[O:4])[NH:5][C:6]2[CH:11]=[C:10]([CH3:12])[CH:9]=[C:8]([CH3:13])[C:7]=2[O:14]1)([CH2:16][CH3:17])[CH3:18]. The catalyst class is: 9. (7) Reactant: [CH3:1][Si](Cl)(C)C.[NH2:6][C:7]1[C:15]([N+:16]([O-:18])=[O:17])=[CH:14][C:10]([C:11]([OH:13])=[O:12])=[C:9]([F:19])[C:8]=1[F:20]. Product: [CH3:1][O:12][C:11](=[O:13])[C:10]1[CH:14]=[C:15]([N+:16]([O-:18])=[O:17])[C:7]([NH2:6])=[C:8]([F:20])[C:9]=1[F:19]. The catalyst class is: 5. (8) Reactant: C[O:2][C:3](=O)[CH2:4][CH2:5][C:6]1[C:7](=[O:13])[N:8]([CH3:12])[CH2:9][CH2:10][CH:11]=1.[NH2:15][O:16][K].C(O)(=O)C. Product: [OH:16][NH:15][C:3](=[O:2])[CH2:4][CH2:5][C:6]1[C:7](=[O:13])[N:8]([CH3:12])[CH2:9][CH2:10][CH:11]=1. The catalyst class is: 125. (9) Reactant: [Cl:1][C:2]1[C:10]([Cl:11])=[CH:9][C:5]([C:6](O)=[O:7])=[CH:4][C:3]=1[O:12][CH3:13].B.C1COCC1. Product: [Cl:1][C:2]1[C:10]([Cl:11])=[CH:9][C:5]([CH2:6][OH:7])=[CH:4][C:3]=1[O:12][CH3:13]. The catalyst class is: 49.